This data is from NCI-60 drug combinations with 297,098 pairs across 59 cell lines. The task is: Regression. Given two drug SMILES strings and cell line genomic features, predict the synergy score measuring deviation from expected non-interaction effect. (1) Drug 1: C1=NC(=NC(=O)N1C2C(C(C(O2)CO)O)O)N. Drug 2: CS(=O)(=O)CCNCC1=CC=C(O1)C2=CC3=C(C=C2)N=CN=C3NC4=CC(=C(C=C4)OCC5=CC(=CC=C5)F)Cl. Cell line: NCI-H460. Synergy scores: CSS=37.0, Synergy_ZIP=-0.920, Synergy_Bliss=-0.386, Synergy_Loewe=-25.4, Synergy_HSA=-0.840. (2) Drug 1: CC1=CC=C(C=C1)C2=CC(=NN2C3=CC=C(C=C3)S(=O)(=O)N)C(F)(F)F. Drug 2: CC1=C(N=C(N=C1N)C(CC(=O)N)NCC(C(=O)N)N)C(=O)NC(C(C2=CN=CN2)OC3C(C(C(C(O3)CO)O)O)OC4C(C(C(C(O4)CO)O)OC(=O)N)O)C(=O)NC(C)C(C(C)C(=O)NC(C(C)O)C(=O)NCCC5=NC(=CS5)C6=NC(=CS6)C(=O)NCCC[S+](C)C)O. Cell line: NCI/ADR-RES. Synergy scores: CSS=34.1, Synergy_ZIP=-0.0188, Synergy_Bliss=-1.73, Synergy_Loewe=-27.2, Synergy_HSA=-2.92. (3) Drug 1: CC1=C(C=C(C=C1)NC2=NC=CC(=N2)N(C)C3=CC4=NN(C(=C4C=C3)C)C)S(=O)(=O)N.Cl. Drug 2: CC1C(C(CC(O1)OC2CC(CC3=C2C(=C4C(=C3O)C(=O)C5=C(C4=O)C(=CC=C5)OC)O)(C(=O)CO)O)N)O.Cl. Cell line: PC-3. Synergy scores: CSS=64.9, Synergy_ZIP=-2.46, Synergy_Bliss=-1.64, Synergy_Loewe=2.43, Synergy_HSA=3.48. (4) Drug 1: CC12CCC3C(C1CCC2=O)CC(=C)C4=CC(=O)C=CC34C. Drug 2: C1=CC(=CC=C1CC(C(=O)O)N)N(CCCl)CCCl.Cl. Cell line: SR. Synergy scores: CSS=68.3, Synergy_ZIP=7.62, Synergy_Bliss=7.82, Synergy_Loewe=1.77, Synergy_HSA=8.23. (5) Drug 1: CC(C1=C(C=CC(=C1Cl)F)Cl)OC2=C(N=CC(=C2)C3=CN(N=C3)C4CCNCC4)N. Drug 2: CC(C)CN1C=NC2=C1C3=CC=CC=C3N=C2N. Cell line: NCI/ADR-RES. Synergy scores: CSS=-5.48, Synergy_ZIP=1.51, Synergy_Bliss=-2.16, Synergy_Loewe=-3.38, Synergy_HSA=-4.68. (6) Drug 1: C1C(C(OC1N2C=C(C(=O)NC2=O)F)CO)O. Drug 2: CC1=C(N=C(N=C1N)C(CC(=O)N)NCC(C(=O)N)N)C(=O)NC(C(C2=CN=CN2)OC3C(C(C(C(O3)CO)O)O)OC4C(C(C(C(O4)CO)O)OC(=O)N)O)C(=O)NC(C)C(C(C)C(=O)NC(C(C)O)C(=O)NCCC5=NC(=CS5)C6=NC(=CS6)C(=O)NCCC[S+](C)C)O. Cell line: MDA-MB-435. Synergy scores: CSS=8.56, Synergy_ZIP=-4.07, Synergy_Bliss=-2.94, Synergy_Loewe=-0.522, Synergy_HSA=-0.519.